From a dataset of Forward reaction prediction with 1.9M reactions from USPTO patents (1976-2016). Predict the product of the given reaction. (1) Given the reactants [CH3:1][NH:2][CH2:3][CH2:4][C:5]#[C:6][C:7]1[CH:12]=[CH:11][CH:10]=[CH:9][N:8]=1.[F:13][C:14]([F:25])([F:24])[C:15]1[CH:23]=[CH:22][CH:21]=[CH:20][C:16]=1[C:17](Cl)=[O:18], predict the reaction product. The product is: [CH3:1][N:2]([CH2:3][CH2:4][C:5]#[C:6][C:7]1[CH:12]=[CH:11][CH:10]=[CH:9][N:8]=1)[C:17](=[O:18])[C:16]1[CH:20]=[CH:21][CH:22]=[CH:23][C:15]=1[C:14]([F:13])([F:24])[F:25]. (2) The product is: [CH:10]([C:2]1[CH:9]=[CH:8][C:5]([C:6]#[N:7])=[CH:4][N:3]=1)=[CH2:11]. Given the reactants Cl[C:2]1[CH:9]=[CH:8][C:5]([C:6]#[N:7])=[CH:4][N:3]=1.[CH2:10]([Sn](CCCC)(CCCC)C=C)[CH2:11]CC, predict the reaction product. (3) Given the reactants [CH:1]1([CH:7]([NH:19][C:20]2[CH:21]=[CH:22][C:23]([C:26]([O:28]C)=[O:27])=[N:24][CH:25]=2)[C:8]2[O:9][C:10]3[CH:17]=[CH:16][C:15]([F:18])=[CH:14][C:11]=3[C:12]=2[CH3:13])[CH2:6][CH2:5][CH2:4][CH2:3][CH2:2]1.C(O)C.[OH-].[Na+], predict the reaction product. The product is: [CH:1]1([CH:7]([NH:19][C:20]2[CH:21]=[CH:22][C:23]([C:26]([OH:28])=[O:27])=[N:24][CH:25]=2)[C:8]2[O:9][C:10]3[CH:17]=[CH:16][C:15]([F:18])=[CH:14][C:11]=3[C:12]=2[CH3:13])[CH2:6][CH2:5][CH2:4][CH2:3][CH2:2]1. (4) Given the reactants [N+:1]([C:4]1[CH:5]=[CH:6][C:7]([N:14]2[CH:18]3[CH2:19][CH2:20][CH:15]2[CH2:16][CH2:17]3)=[N:8][C:9]=1[C:10]([F:13])([F:12])[F:11])([O-])=O, predict the reaction product. The product is: [CH:15]12[N:14]([C:7]3[N:8]=[C:9]([C:10]([F:13])([F:11])[F:12])[C:4]([NH2:1])=[CH:5][CH:6]=3)[CH:18]([CH2:17][CH2:16]1)[CH2:19][CH2:20]2. (5) Given the reactants [NH2:1][C:2]1[N:7]2[CH:8]=[C:9]([CH2:11][CH3:12])[N:10]=[C:6]2[C:5]([C:13]([NH:15][CH2:16][CH:17]2[CH2:22][CH2:21][N:20]([CH2:23][CH:24]([OH:27])[CH2:25][CH3:26])[CH2:19][CH2:18]2)=[O:14])=[CH:4][C:3]=1[Cl:28].[C:29]([OH:34])(=[O:33])[C:30]([OH:32])=[O:31], predict the reaction product. The product is: [C:29]([OH:34])(=[O:33])[C:30]([OH:32])=[O:31].[NH2:1][C:2]1[N:7]2[CH:8]=[C:9]([CH2:11][CH3:12])[N:10]=[C:6]2[C:5]([C:13]([NH:15][CH2:16][CH:17]2[CH2:18][CH2:19][N:20]([CH2:23][CH:24]([OH:27])[CH2:25][CH3:26])[CH2:21][CH2:22]2)=[O:14])=[CH:4][C:3]=1[Cl:28].